From a dataset of Full USPTO retrosynthesis dataset with 1.9M reactions from patents (1976-2016). Predict the reactants needed to synthesize the given product. (1) Given the product [CH3:27][N:25]1[CH:26]=[C:22]([C:16]2[CH:17]=[N:18][C:19]3[C:14]([CH:15]=2)=[CH:13][C:12]([CH2:11][C:8]2[N:6]4[N:7]=[C:2]([C:33](=[O:35])[CH3:34])[CH:3]=[CH:4][C:5]4=[N:10][N:9]=2)=[CH:21][CH:20]=3)[CH:23]=[N:24]1, predict the reactants needed to synthesize it. The reactants are: Cl[C:2]1[CH:3]=[CH:4][C:5]2[N:6]([C:8]([CH2:11][C:12]3[CH:13]=[C:14]4[C:19](=[CH:20][CH:21]=3)[N:18]=[CH:17][C:16]([C:22]3[CH:23]=[N:24][N:25]([CH3:27])[CH:26]=3)=[CH:15]4)=[N:9][N:10]=2)[N:7]=1.C([Sn](CCCC)(CCCC)[C:33]([O:35]CC)=[CH2:34])CCC. (2) Given the product [N:23]([CH2:2][C:3](=[O:22])[CH2:4][C:5]1[CH:10]=[CH:9][C:8]([CH2:11][CH2:12][C:13]2[N:14]=[C:15]([NH:18][C:19](=[O:21])[CH3:20])[S:16][CH:17]=2)=[CH:7][CH:6]=1)=[N+:24]=[N-:25], predict the reactants needed to synthesize it. The reactants are: Br[CH2:2][C:3](=[O:22])[CH2:4][C:5]1[CH:10]=[CH:9][C:8]([CH2:11][CH2:12][C:13]2[N:14]=[C:15]([NH:18][C:19](=[O:21])[CH3:20])[S:16][CH:17]=2)=[CH:7][CH:6]=1.[N-:23]=[N+:24]=[N-:25].[Na+].O. (3) Given the product [Cl:17][C:18]1[C:19]2[NH:26][C:1]([C:3]3[CH:16]=[CH:15][C:6]([CH:7]=[C:8]4[S:12][C:11](=[O:13])[NH:10][C:9]4=[O:14])=[CH:5][CH:4]=3)=[N:25][C:20]=2[CH:21]=[CH:22][C:23]=1[Cl:24], predict the reactants needed to synthesize it. The reactants are: [CH:1]([C:3]1[CH:16]=[CH:15][C:6]([CH:7]=[C:8]2[S:12][C:11](=[O:13])[NH:10][C:9]2=[O:14])=[CH:5][CH:4]=1)=O.[Cl:17][C:18]1[C:19]([NH2:26])=[C:20]([NH2:25])[CH:21]=[CH:22][C:23]=1[Cl:24].